This data is from Catalyst prediction with 721,799 reactions and 888 catalyst types from USPTO. The task is: Predict which catalyst facilitates the given reaction. (1) Reactant: [Si]([O:8][C@H:9]([C:23]1[CH:32]=[CH:31][C:30]([OH:33])=[C:29]2[C:24]=1[CH:25]=[CH:26][C:27](=[O:34])[NH:28]2)[CH2:10][NH:11][CH:12]1[CH2:17][CH2:16][N:15]([CH2:18][CH2:19][C:20](O)=[O:21])[CH2:14][CH2:13]1)(C(C)(C)C)(C)C.CN(C(ON1N=NC2C=CC=NC1=2)=[N+](C)C)C.F[P-](F)(F)(F)(F)F.C(N(CC)CC)C.[Cl:66][C:67]1[CH:72]=[CH:71][CH:70]=[CH:69][C:68]=1[CH2:73][NH:74][CH3:75]. Product: [Cl:66][C:67]1[CH:72]=[CH:71][CH:70]=[CH:69][C:68]=1[CH2:73][N:74]([CH3:75])[C:20](=[O:21])[CH2:19][CH2:18][N:15]1[CH2:16][CH2:17][CH:12]([NH:11][CH2:10][C@H:9]([OH:8])[C:23]2[CH:32]=[CH:31][C:30]([OH:33])=[C:29]3[C:24]=2[CH:25]=[CH:26][C:27](=[O:34])[NH:28]3)[CH2:13][CH2:14]1. The catalyst class is: 3. (2) Reactant: [Cl:1][C:2]1[CH:3]=[C:4]([CH:14]=[CH:15][C:16]=1[Cl:17])[CH2:5][N:6]1[CH2:11][CH2:10][O:9][C@@H:8]([CH2:12][NH2:13])[CH2:7]1.N1C=CC=CC=1.[C:24](Cl)(=[O:29])[CH2:25][CH2:26][CH2:27][CH3:28]. Product: [Cl:1][C:2]1[CH:3]=[C:4]([CH:14]=[CH:15][C:16]=1[Cl:17])[CH2:5][N:6]1[CH2:11][CH2:10][O:9][C@@H:8]([CH2:12][NH:13][C:24](=[O:29])[CH2:25][CH2:26][CH2:27][CH3:28])[CH2:7]1. The catalyst class is: 4. (3) Reactant: [CH2:1]([O:3][C:4]([CH:6]1[CH2:11][CH2:10][N:9]([C:12]([O:14][C:15]([CH3:18])([CH3:17])[CH3:16])=[O:13])[CH2:8][CH2:7]1)=[O:5])[CH3:2].[CH:19]([N-]C(C)C)(C)[CH3:20].[Li+].ICC.[Cl-].[NH4+]. Product: [CH2:19]([C:6]1([C:4]([O:3][CH2:1][CH3:2])=[O:5])[CH2:11][CH2:10][N:9]([C:12]([O:14][C:15]([CH3:17])([CH3:16])[CH3:18])=[O:13])[CH2:8][CH2:7]1)[CH3:20]. The catalyst class is: 1. (4) Reactant: [S:1]([NH:5][C:6]1[CH:13]=[CH:12][CH:11]=[C:10]([O:14][CH2:15][C@H:16]2[CH2:21][CH2:20][CH2:19][N:18]([C:22](=[O:27])[CH2:23][CH:24]([CH3:26])[CH3:25])[CH2:17]2)[C:7]=1[C:8]#[N:9])(=[O:4])(=[O:3])[NH2:2].[OH-].[Na+]. Product: [NH2:9][C:8]1[C:7]2[C:10]([O:14][CH2:15][C@H:16]3[CH2:21][CH2:20][CH2:19][N:18]([C:22](=[O:27])[CH2:23][CH:24]([CH3:25])[CH3:26])[CH2:17]3)=[CH:11][CH:12]=[CH:13][C:6]=2[NH:5][S:1](=[O:3])(=[O:4])[N:2]=1. The catalyst class is: 14. (5) Reactant: CC(OI1(OC(C)=O)(OC(C)=O)OC(=O)C2C=CC=CC1=2)=O.[F:23][C:24]1[CH:25]=[CH:26][C:27]([C:30]2[CH:61]=[CH:60][C:33]([CH2:34][C:35]([NH:49][C:50](=[O:59])[O:51][CH2:52][C:53]3[CH:58]=[CH:57][CH:56]=[CH:55][CH:54]=3)([CH3:48])[C:36]([NH:38][CH2:39][CH:40]([OH:47])[CH2:41][C:42]([CH3:46])([CH3:45])[CH2:43][CH3:44])=[O:37])=[CH:32][CH:31]=2)=[N:28][CH:29]=1. Product: [CH3:45][C:42]([CH3:46])([CH2:43][CH3:44])[CH2:41][C:40](=[O:47])[CH2:39][NH:38][C:36](=[O:37])[C:35]([NH:49][C:50](=[O:59])[O:51][CH2:52][C:53]1[CH:54]=[CH:55][CH:56]=[CH:57][CH:58]=1)([CH2:34][C:33]1[CH:32]=[CH:31][C:30]([C:27]2[CH:26]=[CH:25][C:24]([F:23])=[CH:29][N:28]=2)=[CH:61][CH:60]=1)[CH3:48]. The catalyst class is: 2. (6) The catalyst class is: 12. Reactant: [F:1][C:2]1[CH:31]=[CH:30][C:5]([O:6][C:7]2[CH:8]=[C:9]([NH:13][C:14]([C:16]3([CH3:29])[CH2:21][CH2:20][N:19](C(OC(C)(C)C)=O)[CH2:18][CH2:17]3)=[O:15])[CH:10]=[CH:11][CH:12]=2)=[CH:4][CH:3]=1.Cl. Product: [F:1][C:2]1[CH:31]=[CH:30][C:5]([O:6][C:7]2[CH:8]=[C:9]([NH:13][C:14]([C:16]3([CH3:29])[CH2:17][CH2:18][NH:19][CH2:20][CH2:21]3)=[O:15])[CH:10]=[CH:11][CH:12]=2)=[CH:4][CH:3]=1. (7) Reactant: [OH:1][B:2]1[C:6]2[CH:7]=[C:8]([NH:11][S:12]([C:15]3[CH:20]=[CH:19][C:18]([N+:21]([O-])=O)=[CH:17][C:16]=3[CH2:24][CH2:25][O:26][CH3:27])(=[O:14])=[O:13])[CH:9]=[CH:10][C:5]=2[CH2:4][O:3]1.Cl. Product: [NH2:21][C:18]1[CH:19]=[CH:20][C:15]([S:12]([NH:11][C:8]2[CH:9]=[CH:10][C:5]3[CH2:4][O:3][B:2]([OH:1])[C:6]=3[CH:7]=2)(=[O:13])=[O:14])=[C:16]([CH2:24][CH2:25][O:26][CH3:27])[CH:17]=1. The catalyst class is: 19. (8) Reactant: [CH3:1]C(C)([O-])C.[K+].[C:7]([O:11][C:12]([N:14]([C:22]1[CH:27]=[CH:26][C:25]([C:28](=O)[C:29]2[CH:34]=[CH:33][C:32]([Cl:35])=[CH:31][CH:30]=2)=[CH:24][C:23]=1[CH3:37])[C:15](=[O:21])[O:16][C:17]([CH3:20])([CH3:19])[CH3:18])=[O:13])([CH3:10])([CH3:9])[CH3:8].[Cl-].[NH4+]. Product: [C:7]([O:11][C:12]([N:14]([C:22]1[CH:27]=[CH:26][C:25]([C:28]([C:29]2[CH:30]=[CH:31][C:32]([Cl:35])=[CH:33][CH:34]=2)=[CH2:1])=[CH:24][C:23]=1[CH3:37])[C:15](=[O:21])[O:16][C:17]([CH3:19])([CH3:20])[CH3:18])=[O:13])([CH3:9])([CH3:8])[CH3:10]. The catalyst class is: 597. (9) Reactant: [CH:1]([NH2:4])([CH3:3])[CH3:2].[CH3:5][S:6]([O:9][C:10]1[CH:20]=[CH:19][CH:18]=[C:12]2[C:13]([O:15][C:16](=[O:17])[C:11]=12)=[O:14])(=[O:8])=[O:7]. Product: [CH:1]([NH:4][C:16](=[O:17])[C:11]1[C:12](=[CH:18][CH:19]=[CH:20][C:10]=1[O:9][S:6]([CH3:5])(=[O:8])=[O:7])[C:13]([OH:15])=[O:14])([CH3:3])[CH3:2]. The catalyst class is: 10.